Dataset: Reaction yield outcomes from USPTO patents with 853,638 reactions. Task: Predict the reaction yield, written as a fraction of the theoretical maximum amount of product (1.0 means a 100% yield; for example, 0.34 means a 34% yield). (1) The reactants are [F:1][C:2]1[C:10]2[C:5](=[CH:6][C:7]([N+:11]([O-])=O)=[CH:8][CH:9]=2)[NH:4][N:3]=1. The catalyst is [Pd].C(OCC)(=O)C.C(O)C. The product is [F:1][C:2]1[C:10]2[C:5](=[CH:6][C:7]([NH2:11])=[CH:8][CH:9]=2)[NH:4][N:3]=1. The yield is 0.990. (2) The reactants are [C:1]([NH:4][CH2:5][CH2:6][C:7]1[CH:12]=[CH:11][C:10]([C:13]2[CH:14]=[C:15]3[C:19](=[C:20]([C:22]([NH2:24])=[O:23])[CH:21]=2)[NH:18][CH:17]=[C:16]3[CH:25]2[CH2:30][CH2:29][N:28]([S:31]([CH2:34][CH3:35])(=[O:33])=[O:32])[CH2:27][CH2:26]2)=[CH:9][CH:8]=1)(=[O:3])[CH3:2].Br[C:37]1[CH:42]=CC(CCNC(=O)C)=C[CH:38]=1. No catalyst specified. The product is [CH:2]1([C:1]([NH:4][CH2:5][CH2:6][C:7]2[CH:12]=[CH:11][C:10]([C:13]3[CH:14]=[C:15]4[C:19](=[C:20]([C:22]([NH2:24])=[O:23])[CH:21]=3)[NH:18][CH:17]=[C:16]4[CH:25]3[CH2:30][CH2:29][N:28]([S:31]([CH2:34][CH3:35])(=[O:32])=[O:33])[CH2:27][CH2:26]3)=[CH:9][CH:8]=2)=[O:3])[CH2:42][CH2:37][CH2:38]1. The yield is 0.483. (3) The reactants are [NH:1]1[CH:8]=[CH:7][C:5](=[O:6])[NH:4][C:2]1=[O:3].C(=O)([O-])[O-].[K+].[K+].[Br:15][C:16]1[CH:24]=[CH:23][C:19]([CH2:20]CBr)=[CH:18][CH:17]=1. The catalyst is CN(C=O)C. The product is [Br:15][C:16]1[CH:24]=[CH:23][C:19]([CH2:20][N:1]2[CH:8]=[CH:7][C:5](=[O:6])[NH:4][C:2]2=[O:3])=[CH:18][CH:17]=1. The yield is 0.330.